This data is from Forward reaction prediction with 1.9M reactions from USPTO patents (1976-2016). The task is: Predict the product of the given reaction. (1) Given the reactants [C:1]([N:8]1[CH2:11][CH:10]([OH:12])[CH2:9]1)([O:3][C:4]([CH3:7])([CH3:6])[CH3:5])=[O:2].[H-].[Na+].[Br:15][C:16]1[CH:17]=[CH:18][C:19](I)=[N:20][CH:21]=1.CCOC(C)=O, predict the reaction product. The product is: [Br:15][C:16]1[CH:17]=[CH:18][C:19]([O:12][CH:10]2[CH2:11][N:8]([C:1]([O:3][C:4]([CH3:7])([CH3:6])[CH3:5])=[O:2])[CH2:9]2)=[N:20][CH:21]=1. (2) Given the reactants [C:1]([NH:8][NH:9][C:10]([O:12][C:13]([CH3:16])([CH3:15])[CH3:14])=[O:11])([O:3][C:4]([CH3:7])([CH3:6])[CH3:5])=[O:2].[H-].[Na+].Cl[CH2:20][CH2:21][C:22]([C:24]1[CH:29]=[CH:28][CH:27]=[CH:26][CH:25]=1)=[O:23].O, predict the reaction product. The product is: [C:1]([N:8]([CH2:20][CH2:21][C:22]([C:24]1[CH:29]=[CH:28][CH:27]=[CH:26][CH:25]=1)=[O:23])[NH:9][C:10]([O:12][C:13]([CH3:16])([CH3:15])[CH3:14])=[O:11])([O:3][C:4]([CH3:7])([CH3:6])[CH3:5])=[O:2]. (3) Given the reactants C(C1C=CC(C(NC2C=CC(C3C=C4C(CN([C@@H](C(C)C)C(O)=O)C4=O)=CC=3)=NC=2)=O)=CC=1)(C)(C)C.[C:37]([C:41]1[CH:74]=[CH:73][C:44]([C:45]([NH:47][C:48]2[CH:53]=[CH:52][C:51]([C:54]3[CH:62]=[C:61]4[C:57]([CH2:58][N:59]([C@@H:64]([CH:69]([CH3:71])[CH3:70])[C:65]([O:67]C)=[O:66])[C:60]4=[O:63])=[CH:56][CH:55]=3)=[CH:50][C:49]=2[F:72])=[O:46])=[CH:43][CH:42]=1)([CH3:40])([CH3:39])[CH3:38], predict the reaction product. The product is: [C:37]([C:41]1[CH:74]=[CH:73][C:44]([C:45]([NH:47][C:48]2[CH:53]=[CH:52][C:51]([C:54]3[CH:62]=[C:61]4[C:57]([CH2:58][N:59]([C@@H:64]([CH:69]([CH3:70])[CH3:71])[C:65]([OH:67])=[O:66])[C:60]4=[O:63])=[CH:56][CH:55]=3)=[CH:50][C:49]=2[F:72])=[O:46])=[CH:43][CH:42]=1)([CH3:38])([CH3:40])[CH3:39]. (4) Given the reactants [F:1][C:2]1[CH:7]=[CH:6][C:5]([N:8]2[C:12]([O:13][CH:14]([CH3:16])[CH3:15])=[C:11]([NH2:17])[CH:10]=[N:9]2)=[CH:4][CH:3]=1.[CH3:18][C:19]1[N:20]([CH:28]([CH3:32])[C:29](O)=[O:30])[CH:21]=[C:22]([C:24]([F:27])([F:26])[F:25])[N:23]=1.CN(C(ON1N=NC2C=CC=NC1=2)=[N+](C)C)C.F[P-](F)(F)(F)(F)F.CCN(CC)CC, predict the reaction product. The product is: [CH:14]([O:13][C:12]1[N:8]([C:5]2[CH:4]=[CH:3][C:2]([F:1])=[CH:7][CH:6]=2)[N:9]=[CH:10][C:11]=1[NH:17][C:29](=[O:30])[CH:28]([N:20]1[CH:21]=[C:22]([C:24]([F:25])([F:27])[F:26])[N:23]=[C:19]1[CH3:18])[CH3:32])([CH3:15])[CH3:16]. (5) Given the reactants Cl.[CH3:2][S:3]([NH:6][C:7]1[CH:12]=[CH:11][CH:10]=[CH:9][C:8]=1[N:13]1[CH2:18][CH2:17][NH:16][CH2:15][CH2:14]1)(=[O:5])=[O:4].[CH3:19][C:20]([O:23][C:24]([NH:26][C@@H:27]([C:37]([OH:39])=[O:38])[CH2:28][C:29]1[CH:34]=[CH:33][C:32]([Cl:35])=[C:31]([Cl:36])[CH:30]=1)=[O:25])([CH3:22])[CH3:21].CC[N:42]([CH:46]([CH3:48])C)[CH:43]([CH3:45])C.C(Cl)CCl.[CH:53]1[CH:58]=N[C:56]2N(O)N=N[C:55]=2[CH:54]=1, predict the reaction product. The product is: [Cl:36][C:31]1[CH:30]=[C:29]([CH2:28][C@@H:27]([NH:26][C:24]([O:23][C:20]([CH3:22])([CH3:21])[CH3:19])=[O:25])[C:37]([N:16]2[CH2:17][CH2:18][N:13]([C:8]3[CH:9]=[CH:10][CH:11]=[CH:12][C:7]=3[NH:6][S:3]([CH3:2])(=[O:4])=[O:5])[CH2:14][CH2:15]2)=[O:38])[CH:34]=[CH:33][C:32]=1[Cl:35].[Cl:36][C:31]1[CH:30]=[C:29]([CH2:28][C@@H:27]([NH:26][C:24]([C@@H:46]2[CH2:48][C:56]3[C:45](=[CH:58][CH:53]=[CH:54][CH:55]=3)[CH2:43][NH:42]2)=[O:25])[C:37]([N:16]2[CH2:17][CH2:18][N:13]([C:8]3[CH:9]=[CH:10][CH:11]=[CH:12][C:7]=3[NH:6][S:3]([CH3:2])(=[O:4])=[O:5])[CH2:14][CH2:15]2)=[O:39])[CH:34]=[CH:33][C:32]=1[Cl:35]. (6) Given the reactants Br[CH2:2][C:3]([C:5]1[CH:6]=[CH:7][C:8]([F:15])=[C:9]([S:11]([NH2:14])(=[O:13])=[O:12])[CH:10]=1)=[O:4].[BH4-].[Na+].[OH-].[Na+].Cl, predict the reaction product. The product is: [F:15][C:8]1[CH:7]=[CH:6][C:5]([CH:3]2[CH2:2][O:4]2)=[CH:10][C:9]=1[S:11]([NH2:14])(=[O:13])=[O:12]. (7) Given the reactants [ClH:1].C(OCC)(=O)C.[CH3:8][O:9][C:10]([C:12]1([NH:18][C:19]([C:21]2[CH:26]=[CH:25][C:24]([N:27]3[CH2:32][CH2:31][N:30]([CH2:33][CH2:34][CH3:35])[CH2:29][CH2:28]3)=[CH:23][CH:22]=2)=[O:20])[CH2:17][CH2:16][CH2:15][CH2:14][CH2:13]1)=[O:11], predict the reaction product. The product is: [ClH:1].[CH3:8][O:9][C:10]([C:12]1([NH:18][C:19]([C:21]2[CH:26]=[CH:25][C:24]([N:27]3[CH2:32][CH2:31][N:30]([CH2:33][CH2:34][CH3:35])[CH2:29][CH2:28]3)=[CH:23][CH:22]=2)=[O:20])[CH2:17][CH2:16][CH2:15][CH2:14][CH2:13]1)=[O:11]. (8) Given the reactants [OH-:1].[K+].[F:3][C:4]1[C:16]2[O:17][CH2:18][CH2:19][C:15]=2[C:14]2[C:13]3[CH2:12][CH2:11][NH:10][C:9](=[O:20])[C:8]=3[NH:7][C:6]=2[CH:5]=1, predict the reaction product. The product is: [NH2:10][CH2:11][CH2:12][C:13]1[C:14]2[C:6](=[CH:5][C:4]([F:3])=[C:16]3[C:15]=2[CH2:19][CH2:18][O:17]3)[NH:7][C:8]=1[C:9]([OH:20])=[O:1]. (9) Given the reactants [OH:1][CH:2]1[CH2:7][O:6][CH:5]([C:8]([CH3:14])([CH3:13])[C:9]([O:11][CH3:12])=[O:10])[CH2:4][CH2:3]1.C1C=C[NH+]=CC=1.[O-][Cr](Cl)(=O)=O, predict the reaction product. The product is: [CH3:14][C:8]([CH:5]1[CH2:4][CH2:3][C:2](=[O:1])[CH2:7][O:6]1)([CH3:13])[C:9]([O:11][CH3:12])=[O:10].